From a dataset of Forward reaction prediction with 1.9M reactions from USPTO patents (1976-2016). Predict the product of the given reaction. (1) Given the reactants [S:1]1[C:5]2[CH:6]=[C:7]([N:10]3[CH2:14][CH2:13][N:12]([C:15]4[CH:16]=[N:17][CH:18]=[CH:19][C:20]=4[CH:21]=O)[C:11]3=[O:23])[CH:8]=[CH:9][C:4]=2[N:3]=[CH:2]1.[BH-](OC(C)=O)(OC(C)=O)OC(C)=O.[Na+].[CH:38]1([NH2:41])[CH2:40][CH2:39]1.C(O)(=O)C, predict the reaction product. The product is: [S:1]1[C:5]2[CH:6]=[C:7]([N:10]3[CH2:14][CH2:13][N:12]([C:15]4[CH:16]=[N:17][CH:18]=[CH:19][C:20]=4[CH2:21][NH:41][CH:38]4[CH2:40][CH2:39]4)[C:11]3=[O:23])[CH:8]=[CH:9][C:4]=2[N:3]=[CH:2]1. (2) Given the reactants [F:1][C:2]1[CH:3]=[CH:4][C:5]2[C:6]3[C:11]([CH:12]([CH3:26])[N:13]([C:16]([C:18]4[CH:23]=[CH:22][C:21]([OH:24])=[CH:20][C:19]=4[OH:25])=[O:17])[C:14]=2[CH:15]=1)=[CH:10][CH:9]=[CH:8][CH:7]=3, predict the reaction product. The product is: [F:1][C:2]1[CH:3]=[CH:4][C:5]2[C:6]3[C:11]([C@H:12]([CH3:26])[N:13]([C:16]([C:18]4[CH:23]=[CH:22][C:21]([OH:24])=[CH:20][C:19]=4[OH:25])=[O:17])[C:14]=2[CH:15]=1)=[CH:10][CH:9]=[CH:8][CH:7]=3. (3) Given the reactants [CH3:1][CH:2]([C:4]1[N:8]([CH2:9][CH2:10][C@@H:11]([OH:19])[CH2:12][C@@H:13]([OH:18])[CH2:14][C:15]([O-:17])=[O:16])[C:7]([C:20]2[CH:25]=[CH:24][C:23]([F:26])=[CH:22][CH:21]=2)=[C:6]([C:27]2[CH:32]=[CH:31][CH:30]=[CH:29][CH:28]=2)[C:5]=1[C:33]([NH:35][C:36]1[CH:41]=[CH:40][CH:39]=[CH:38][CH:37]=1)=[O:34])[CH3:3].[Na+].Cl.O.C([O-])(=O)C.[Ca+2:49].C([O-])(=O)C.[Ca+2].C([O-])(=O)C.C([O-])(=O)C, predict the reaction product. The product is: [CH3:3][CH:2]([C:4]1[N:8]([CH2:9][CH2:10][C@@H:11]([OH:19])[CH2:12][C@@H:13]([OH:18])[CH2:14][C:15]([O-:17])=[O:16])[C:7]([C:20]2[CH:21]=[CH:22][C:23]([F:26])=[CH:24][CH:25]=2)=[C:6]([C:27]2[CH:28]=[CH:29][CH:30]=[CH:31][CH:32]=2)[C:5]=1[C:33]([NH:35][C:36]1[CH:37]=[CH:38][CH:39]=[CH:40][CH:41]=1)=[O:34])[CH3:1].[CH3:3][CH:2]([C:4]1[N:8]([CH2:9][CH2:10][C@@H:11]([OH:19])[CH2:12][C@@H:13]([OH:18])[CH2:14][C:15]([O-:17])=[O:16])[C:7]([C:20]2[CH:21]=[CH:22][C:23]([F:26])=[CH:24][CH:25]=2)=[C:6]([C:27]2[CH:28]=[CH:29][CH:30]=[CH:31][CH:32]=2)[C:5]=1[C:33]([NH:35][C:36]1[CH:37]=[CH:38][CH:39]=[CH:40][CH:41]=1)=[O:34])[CH3:1].[Ca+2:49].